From a dataset of Peptide-MHC class II binding affinity with 134,281 pairs from IEDB. Regression. Given a peptide amino acid sequence and an MHC pseudo amino acid sequence, predict their binding affinity value. This is MHC class II binding data. (1) The peptide sequence is FLDLIILNFVAHVYK. The MHC is DRB1_0101 with pseudo-sequence DRB1_0101. The binding affinity (normalized) is 0.609. (2) The peptide sequence is EKKYFAANQFEPLAA. The MHC is DRB1_0101 with pseudo-sequence DRB1_0101. The binding affinity (normalized) is 0.664. (3) The peptide sequence is SSPDNVKPLYIITPT. The MHC is DRB1_0901 with pseudo-sequence DRB1_0901. The binding affinity (normalized) is 0.275. (4) The binding affinity (normalized) is 0.452. The peptide sequence is EPQGSTYAASSATSVD. The MHC is DRB1_0901 with pseudo-sequence DRB1_0901. (5) The peptide sequence is GSCWAFSGVAATESA. The MHC is HLA-DQA10101-DQB10501 with pseudo-sequence HLA-DQA10101-DQB10501. The binding affinity (normalized) is 0.207.